Dataset: Full USPTO retrosynthesis dataset with 1.9M reactions from patents (1976-2016). Task: Predict the reactants needed to synthesize the given product. (1) Given the product [CH2:17]1[C:26]2[C:21](=[CH:22][CH:23]=[CH:24][CH:25]=2)[CH2:20][CH2:19][N:18]1[CH2:27][CH:28]([OH:46])[CH2:29][O:30][C:31]1[CH:36]=[CH:35][CH:34]=[C:33]([C:2]2[CH:3]=[CH:4][C:5]3[N:9]=[CH:8][N:7]([C:10]4[CH:15]=[CH:14][CH:13]=[CH:12][CH:11]=4)[C:6]=3[CH:16]=2)[CH:32]=1, predict the reactants needed to synthesize it. The reactants are: Br[C:2]1[CH:3]=[CH:4][C:5]2[N:9]=[CH:8][N:7]([C:10]3[CH:15]=[CH:14][CH:13]=[CH:12][CH:11]=3)[C:6]=2[CH:16]=1.[CH2:17]1[C:26]2[C:21](=[CH:22][CH:23]=[CH:24][CH:25]=2)[CH2:20][CH2:19][N:18]1[CH2:27][CH:28]([OH:46])[CH2:29][O:30][C:31]1[CH:36]=[CH:35][CH:34]=[C:33](B2OC(C)(C)C(C)(C)O2)[CH:32]=1.C([O-])([O-])=O.[K+].[K+].O1CCOCC1. (2) Given the product [NH2:18][C:10]1[C:11]2[C:16](=[CH:15][CH:14]=[CH:13][C:12]=2[F:17])[C:8]([C:6]2[CH:7]=[C:2]([C:38]3[CH:39]=[N:40][CH:41]=[C:42]([CH:45]=3)[C:43]#[N:44])[CH:3]=[CH:4][C:5]=2[F:29])([C:19]2[CH:24]=[CH:23][N:22]=[C:21]([C:25]([F:27])([F:28])[F:26])[CH:20]=2)[N:9]=1, predict the reactants needed to synthesize it. The reactants are: Br[C:2]1[CH:3]=[CH:4][C:5]([F:29])=[C:6]([C:8]2([C:19]3[CH:24]=[CH:23][N:22]=[C:21]([C:25]([F:28])([F:27])[F:26])[CH:20]=3)[C:16]3[C:11](=[C:12]([F:17])[CH:13]=[CH:14][CH:15]=3)[C:10]([NH2:18])=[N:9]2)[CH:7]=1.CC1(C)C(C)(C)OB([C:38]2[CH:39]=[N:40][CH:41]=[C:42]([CH:45]=2)[C:43]#[N:44])O1. (3) Given the product [Br:1][C:2]1[C:3]([CH3:11])=[C:4]([CH:8]=[CH:9][CH:10]=1)[C:5]([O:7][CH3:17])=[O:6], predict the reactants needed to synthesize it. The reactants are: [Br:1][C:2]1[C:3]([CH3:11])=[C:4]([CH:8]=[CH:9][CH:10]=1)[C:5]([OH:7])=[O:6].OS(O)(=O)=O.[CH3:17]O. (4) Given the product [Br:1][C:2]1[C:7]2[CH:8]=[CH:9][N:10]([CH3:14])[C:6]=2[C:5]([Br:11])=[CH:4][N:3]=1, predict the reactants needed to synthesize it. The reactants are: [Br:1][C:2]1[C:7]2[CH:8]=[CH:9][NH:10][C:6]=2[C:5]([Br:11])=[CH:4][N:3]=1.IC.[C:14](=O)([O-])[O-].[K+].[K+]. (5) Given the product [CH:1]([C:4]1[CH:5]=[C:6]([C:12]([NH:15][C:16]2[CH:25]=[CH:24][C:19]([C:20]([OH:22])=[O:21])=[CH:18][CH:17]=2)=[O:14])[NH:7][C:8]=1[CH:9]([CH3:10])[CH3:11])([CH3:2])[CH3:3], predict the reactants needed to synthesize it. The reactants are: [CH:1]([C:4]1[CH:5]=[C:6]([C:12]([OH:14])=O)[NH:7][C:8]=1[CH:9]([CH3:11])[CH3:10])([CH3:3])[CH3:2].[NH2:15][C:16]1[CH:25]=[CH:24][C:19]([C:20]([O:22]C)=[O:21])=[CH:18][CH:17]=1.Cl.C(N=C=NCCCN(C)C)C. (6) The reactants are: [F:1][CH:2]([F:23])[C:3]1[N:7]2[C:8]3[CH:9]=[C:10]([C:17]4[CH:22]=[CH:21][CH:20]=[CH:19][CH:18]=4)[C:11](=O)[NH:12][C:13]=3[CH:14]=[CH:15][C:6]2=[N:5][N:4]=1.O=P(Cl)(Cl)[Cl:26]. Given the product [Cl:26][C:11]1[N:12]=[C:13]2[C:8](=[CH:9][C:10]=1[C:17]1[CH:22]=[CH:21][CH:20]=[CH:19][CH:18]=1)[N:7]1[C:3]([CH:2]([F:23])[F:1])=[N:4][N:5]=[C:6]1[CH:15]=[CH:14]2, predict the reactants needed to synthesize it.